From a dataset of Forward reaction prediction with 1.9M reactions from USPTO patents (1976-2016). Predict the product of the given reaction. (1) Given the reactants [C:1]([C:5]1[N:6]=[C:7]2[C:12]([C:13]([OH:15])=O)=[CH:11][CH:10]=[CH:9][N:8]2[CH:16]=1)([CH3:4])([CH3:3])[CH3:2].Cl.[F:18][C:19]1[CH:32]=[CH:31][C:22]([CH2:23][CH2:24][N:25]2[CH2:30][CH2:29][NH:28][CH2:27][CH2:26]2)=[CH:21][CH:20]=1, predict the reaction product. The product is: [C:1]([C:5]1[N:6]=[C:7]2[C:12]([C:13]([N:28]3[CH2:27][CH2:26][N:25]([CH2:24][CH2:23][C:22]4[CH:31]=[CH:32][C:19]([F:18])=[CH:20][CH:21]=4)[CH2:30][CH2:29]3)=[O:15])=[CH:11][CH:10]=[CH:9][N:8]2[CH:16]=1)([CH3:2])([CH3:3])[CH3:4]. (2) The product is: [O:4]=[C:5]1[CH2:10][CH2:9][CH:8]([C:11]#[N:12])[CH2:7][CH2:6]1. Given the reactants O1[C:5]2([CH2:10][CH2:9][CH:8]([C:11]#[N:12])[CH2:7][CH2:6]2)[O:4]CC1.Cl, predict the reaction product. (3) The product is: [C:20]([O:24][C:25](=[O:30])[NH:26][CH2:27][CH2:28][O:13][C:14]1[CH:19]=[CH:18][CH:17]=[CH:16][N:15]=1)([CH3:23])([CH3:22])[CH3:21]. Given the reactants N(C(OCC)=O)=NC(OCC)=O.[OH:13][C:14]1[CH:19]=[CH:18][CH:17]=[CH:16][N:15]=1.[C:20]([O:24][C:25](=[O:30])[NH:26][CH2:27][CH2:28]O)([CH3:23])([CH3:22])[CH3:21].C1(P(C2C=CC=CC=2)C2C=CC=CC=2)C=CC=CC=1, predict the reaction product. (4) Given the reactants [CH3:1][C:2]1[CH:11]=[CH:10][C:9]2[C:4](=[CH:5][CH:6]=[C:7]([S:12]([NH2:15])(=[O:14])=[O:13])[CH:8]=2)[N:3]=1.[Se](=O)=[O:17], predict the reaction product. The product is: [CH:1]([C:2]1[CH:11]=[CH:10][C:9]2[C:4](=[CH:5][CH:6]=[C:7]([S:12]([NH2:15])(=[O:14])=[O:13])[CH:8]=2)[N:3]=1)=[O:17].